From a dataset of Full USPTO retrosynthesis dataset with 1.9M reactions from patents (1976-2016). Predict the reactants needed to synthesize the given product. (1) Given the product [F:9][C:3]1[CH:4]=[C:5]([O:8][C:17]2[CH:22]=[CH:21][N:20]=[C:19]([CH3:23])[CH:18]=2)[CH:6]=[CH:7][C:2]=1[NH2:1], predict the reactants needed to synthesize it. The reactants are: [NH2:1][C:2]1[CH:7]=[CH:6][C:5]([OH:8])=[CH:4][C:3]=1[F:9].CC(C)([O-])C.[K+].Cl[C:17]1[CH:22]=[CH:21][N:20]=[C:19]([CH3:23])[CH:18]=1. (2) Given the product [ClH:2].[Cl:29][C:30]1[CH:31]=[C:32]([NH:33][C:3]2[C:12]3[C:7](=[CH:8][C:9]([O:15][CH:16]4[CH2:17][CH2:18][NH:19][CH2:20][CH2:21]4)=[C:10]([O:13][CH3:14])[CH:11]=3)[N:6]=[CH:5][N:4]=2)[CH:34]=[CH:35][C:36]=1[F:37], predict the reactants needed to synthesize it. The reactants are: Cl.[Cl:2][C:3]1[C:12]2[C:7](=[CH:8][C:9]([O:15][CH:16]3[CH2:21][CH2:20][N:19](C(OC(C)(C)C)=O)[CH2:18][CH2:17]3)=[C:10]([O:13][CH3:14])[CH:11]=2)[N:6]=[CH:5][N:4]=1.[Cl:29][C:30]1[CH:31]=[C:32]([CH:34]=[CH:35][C:36]=1[F:37])[NH2:33]. (3) Given the product [OH:1][C:2]1([C:12]2[CH:13]=[CH:14][C:15]([C:16]([NH:18][CH3:19])=[O:17])=[CH:20][CH:21]=2)[CH2:11][CH2:10][C:5](=[O:6])[CH2:4][CH2:3]1, predict the reactants needed to synthesize it. The reactants are: [OH:1][C:2]1([C:12]2[CH:21]=[CH:20][C:15]([C:16]([NH:18][CH3:19])=[O:17])=[CH:14][CH:13]=2)[CH2:11][CH2:10][C:5]2(OCC[O:6]2)[CH2:4][CH2:3]1.C([O-])(O)=O.[Na+].C(OCC)(=O)C.CCCCCC. (4) Given the product [CH3:11][C:9]1([CH3:12])[CH2:10][NH:6][C:7](=[O:26])[CH:8]1[O:13][C:14]1[CH:21]=[CH:20][C:17]([C:18]#[N:19])=[C:16]([C:22]([F:24])([F:23])[F:25])[CH:15]=1, predict the reactants needed to synthesize it. The reactants are: COC1C=C(OC)C=CC=1C[N:6]1[CH2:10][C:9]([CH3:12])([CH3:11])[CH:8]([O:13][C:14]2[CH:21]=[CH:20][C:17]([C:18]#[N:19])=[C:16]([C:22]([F:25])([F:24])[F:23])[CH:15]=2)[C:7]1=[O:26].C([SiH](CC)CC)C.C(OCC)C. (5) The reactants are: Br[C:2]1[S:6][N:5]=[C:4]([CH3:7])[CH:3]=1.[Cl:8][C:9]1[C:10]([F:28])=[N:11][CH:12]=[C:13]([Sn](CCCC)(CCCC)CCCC)[CH:14]=1. Given the product [Cl:8][C:9]1[C:10]([F:28])=[N:11][CH:12]=[CH:13][C:14]=1[C:2]1[S:6][N:5]=[C:4]([CH3:7])[CH:3]=1, predict the reactants needed to synthesize it. (6) Given the product [CH3:15][O:14][N:13]=[C:11]1[CH2:10][C@@H:9]([C:16]([N:46]2[CH2:45][CH2:44][N:43]([C:39]3[CH:40]=[CH:41][CH:42]=[C:37]([C:36]([F:49])([F:50])[F:35])[CH:38]=3)[CH2:48][CH2:47]2)=[O:18])[N:8]([C:6]([C:29]2[CH:28]=[CH:27][C:26]([C:21]3[CH:22]=[CH:23][CH:24]=[CH:25][C:20]=3[CH3:19])=[CH:31][CH:30]=2)=[O:7])[CH2:12]1, predict the reactants needed to synthesize it. The reactants are: C(O[C:6]([N:8]1[CH2:12][C:11](=[N:13][O:14][CH3:15])[CH2:10][C@H:9]1[C:16]([OH:18])=O)=[O:7])(C)(C)C.[CH3:19][C:20]1[CH:25]=[CH:24][CH:23]=[CH:22][C:21]=1[C:26]1[CH:31]=[CH:30][C:29](C(O)=O)=[CH:28][CH:27]=1.[F:35][C:36]([F:50])([F:49])[C:37]1[CH:38]=[C:39]([N:43]2[CH2:48][CH2:47][NH:46][CH2:45][CH2:44]2)[CH:40]=[CH:41][CH:42]=1. (7) The reactants are: C([O:4][C:5]1[CH:10]=[CH:9][C:8]([CH:11](Br)[CH3:12])=[CH:7][CH:6]=1)(=O)C.[CH3:14][C:15]1[NH:16][C:17]2[C:22]([C:23]=1[CH3:24])=[CH:21][C:20]([C:25]([O:27][CH2:28][CH:29]=[CH2:30])=[O:26])=[CH:19][CH:18]=2. Given the product [OH:4][C:5]1[CH:6]=[CH:7][C:8]([CH:11]([N:16]2[C:17]3[C:22](=[CH:21][C:20]([C:25]([O:27][CH2:28][CH:29]=[CH2:30])=[O:26])=[CH:19][CH:18]=3)[C:23]([CH3:24])=[C:15]2[CH3:14])[CH3:12])=[CH:9][CH:10]=1, predict the reactants needed to synthesize it.